From a dataset of Reaction yield outcomes from USPTO patents with 853,638 reactions. Predict the reaction yield, written as a fraction of the theoretical maximum amount of product (1.0 means a 100% yield; for example, 0.34 means a 34% yield). (1) The reactants are [OH2:1].[OH2:2].O.O.O.O.O.O.O.[S-2:10].[Na+].[Na+].[S].Cl[C:15]1[C:16]([N+:24]([O-])=O)=[C:17]([CH:21]=[CH:22][CH:23]=1)[C:18](O)=O.[S-2:27].[Na+].[Na+].[S].[C:31](O)(=O)C. The catalyst is O.[OH-].[Na+].C(=S)=S. The product is [SH:10][C:31]1[S:27][C:15]2[C:16](=[C:17]([C:18]([OH:2])=[O:1])[CH:21]=[CH:22][CH:23]=2)[N:24]=1. The yield is 0.0900. (2) The reactants are [CH3:1][C:2]1[NH:7][C:6](=[O:8])[CH:5]=[CH:4][CH:3]=1.F[C:10]1[CH:17]=[CH:16][C:13]([CH:14]=[O:15])=[CH:12][CH:11]=1.C([O-])([O-])=O.[K+].[K+]. The catalyst is CN(C=O)C.O. The product is [CH3:1][C:2]1[N:7]=[C:6]([O:8][C:10]2[CH:17]=[CH:16][C:13]([CH:14]=[O:15])=[CH:12][CH:11]=2)[CH:5]=[CH:4][CH:3]=1. The yield is 0.830. (3) The reactants are [C:1]1([C:7](=O)[CH2:8][CH:9]([C:12]#[N:13])[C:10]#[N:11])[CH:6]=[CH:5][CH:4]=[CH:3][CH:2]=1.C(N(CC)CC)C.[NH2:22][C:23]1[CH:28]=[CH:27][CH:26]=[CH:25][C:24]=1[SH:29]. The catalyst is CO. The product is [NH2:22][C:23]1[CH:28]=[CH:27][CH:26]=[CH:25][C:24]=1[S:29][C:10]1[NH:11][C:7]([C:1]2[CH:6]=[CH:5][CH:4]=[CH:3][CH:2]=2)=[CH:8][C:9]=1[C:12]#[N:13]. The yield is 0.290. (4) The reactants are [CH2:1]([C:8]([NH:19][C:20]([O:22][C:23]([CH3:26])([CH3:25])[CH3:24])=[O:21])([C:14]([O:16][CH2:17][CH3:18])=[O:15])[C:9]([O:11][CH2:12][CH3:13])=[O:10])[C:2]1[CH:7]=[CH:6][CH:5]=[CH:4][CH:3]=1.[CH2:27]([O:34][C:35](=[O:40])[CH2:36][C:37]([O-])=[O:38])[C:28]1[CH:33]=[CH:32][CH:31]=[CH:30][CH:29]=1.C(N(CC)C(C)C)(C)C.Cl.CN(C)CCCN=C=NCC. The catalyst is ClCCl.C(OCC)(=O)C. The product is [CH2:1]([C:8]([N:19]([C:37](=[O:38])[CH2:36][C:35]([O:34][CH2:27][C:28]1[CH:29]=[CH:30][CH:31]=[CH:32][CH:33]=1)=[O:40])[C:20]([O:22][C:23]([CH3:24])([CH3:26])[CH3:25])=[O:21])([C:14]([O:16][CH2:17][CH3:18])=[O:15])[C:9]([O:11][CH2:12][CH3:13])=[O:10])[C:2]1[CH:3]=[CH:4][CH:5]=[CH:6][CH:7]=1. The yield is 0.780.